This data is from Reaction yield outcomes from USPTO patents with 853,638 reactions. The task is: Predict the reaction yield, written as a fraction of the theoretical maximum amount of product (1.0 means a 100% yield; for example, 0.34 means a 34% yield). (1) The reactants are O[CH:2]([CH3:17])[C:3]#[C:4][C:5]#[C:6][C:7]1[CH:16]=[CH:15][C:10]([C:11]([O:13][CH3:14])=[O:12])=[CH:9][CH:8]=1.CS(OS(C)(=O)=O)(=O)=O.CCN(CC)CC.[NH:34]1[CH2:39][CH2:38][O:37][CH2:36][CH2:35]1. The catalyst is C(Cl)Cl. The product is [O:37]1[CH2:38][CH2:39][N:34]([CH:2]([CH3:17])[C:3]#[C:4][C:5]#[C:6][C:7]2[CH:16]=[CH:15][C:10]([C:11]([O:13][CH3:14])=[O:12])=[CH:9][CH:8]=2)[CH2:35][CH2:36]1. The yield is 0.900. (2) The reactants are [OH:1][C:2]1[CH:3]=[C:4]([CH:9]=[CH:10][C:11]=1[O:12][CH3:13])[C:5]([O:7][CH3:8])=[O:6].Br[CH2:15][CH2:16][O:17][CH3:18].C([O-])([O-])=O.[K+].[K+]. The catalyst is CN(C=O)C. The product is [CH3:13][O:12][C:11]1[CH:10]=[CH:9][C:4]([C:5]([O:7][CH3:8])=[O:6])=[CH:3][C:2]=1[O:1][CH2:15][CH2:16][O:17][CH3:18]. The yield is 0.850. (3) The reactants are [F:1][C:2]1[CH:7]=[CH:6][CH:5]=[CH:4][C:3]=1[C:8]1[C:9]2[CH:19]=[CH:18][C:17](=[O:20])[NH:16][C:10]=2[N:11]=[C:12]([S:14][CH3:15])[N:13]=1.[H-].[Na+].I[CH3:24]. The catalyst is C1COCC1. The product is [F:1][C:2]1[CH:7]=[CH:6][CH:5]=[CH:4][C:3]=1[C:8]1[C:9]2[CH:19]=[CH:18][C:17](=[O:20])[N:16]([CH3:24])[C:10]=2[N:11]=[C:12]([S:14][CH3:15])[N:13]=1. The yield is 0.920.